From a dataset of Reaction yield outcomes from USPTO patents with 853,638 reactions. Predict the reaction yield, written as a fraction of the theoretical maximum amount of product (1.0 means a 100% yield; for example, 0.34 means a 34% yield). (1) The reactants are [OH:1][C@H:2]1[CH2:6][N:5](C(OC(C)(C)C)=O)[C@H:4]([C:14](=[O:28])[NH:15][CH2:16][C:17]2[CH:22]=[CH:21][C:20]([C:23]3[O:27][CH:26]=[N:25][CH:24]=3)=[CH:19][CH:18]=2)[CH2:3]1.[ClH:29]. The catalyst is CO.ClCCl. The product is [ClH:29].[OH:1][C@H:2]1[CH2:6][NH:5][C@H:4]([C:14]([NH:15][CH2:16][C:17]2[CH:18]=[CH:19][C:20]([C:23]3[O:27][CH:26]=[N:25][CH:24]=3)=[CH:21][CH:22]=2)=[O:28])[CH2:3]1. The yield is 0.980. (2) The reactants are [OH:1][C:2]1[C:3]([C:10]([NH:12][C@H:13]2[CH2:21][O:20][CH2:19][C@H:18]([O:22][CH2:23][CH2:24][CH3:25])[C@@H:17]([CH2:26][CH2:27][CH:28]([CH3:30])[CH3:29])[C@H:16]([CH3:31])[O:15][C:14]2=[O:32])=[O:11])=[N:4][CH:5]=[CH:6][C:7]=1[O:8][CH3:9].C([O-])([O-])=O.[K+].[K+].[C:39]([O:42][CH2:43]Br)(=[O:41])[CH3:40]. The catalyst is CC(C)=O.C(Cl)Cl. The product is [C:39]([O:42][CH2:43][O:1][C:2]1[C:3]([C:10](=[O:11])[NH:12][C@H:13]2[CH2:21][O:20][CH2:19][C@H:18]([O:22][CH2:23][CH2:24][CH3:25])[C@@H:17]([CH2:26][CH2:27][CH:28]([CH3:30])[CH3:29])[C@H:16]([CH3:31])[O:15][C:14]2=[O:32])=[N:4][CH:5]=[CH:6][C:7]=1[O:8][CH3:9])(=[O:41])[CH3:40]. The yield is 0.650. (3) The reactants are [Br:1][C:2]1[CH:3]=[C:4]([NH2:9])[C:5]([CH3:8])=[N:6][CH:7]=1.[CH:10]1([S:13](Cl)(=[O:15])=[O:14])[CH2:12][CH2:11]1. The catalyst is N1C=CC=CC=1. The product is [Br:1][C:2]1[CH:3]=[C:4]([NH:9][S:13]([CH:10]2[CH2:12][CH2:11]2)(=[O:15])=[O:14])[C:5]([CH3:8])=[N:6][CH:7]=1. The yield is 0.930. (4) The reactants are [CH:1]([O:4][C:5]1[CH:12]=[CH:11][C:10]([N+:13]([O-:15])=[O:14])=[CH:9][C:6]=1[CH:7]=[O:8])([CH3:3])[CH3:2].[BH4-].[Na+]. The catalyst is CCCCCC. The product is [CH:1]([O:4][C:5]1[CH:12]=[CH:11][C:10]([N+:13]([O-:15])=[O:14])=[CH:9][C:6]=1[CH2:7][OH:8])([CH3:3])[CH3:2]. The yield is 0.920. (5) The reactants are Br[CH2:2][C:3]1[CH:8]=[CH:7][C:6]([C:9]2[C:10]3[NH:14][C:13]([C:15]([C:51]4[C:56]([CH3:57])=[CH:55][C:54]([CH3:58])=[CH:53][C:52]=4[CH3:59])=[C:16]4[N:50]=[C:19]([C:20]([C:41]5[C:46]([CH3:47])=[CH:45][C:44]([CH3:48])=[CH:43][C:42]=5[CH3:49])=[C:21]5[NH:40][C:24](=[C:25]([C:31]6[C:36]([CH3:37])=[CH:35][C:34]([CH3:38])=[CH:33][C:32]=6[CH3:39])[C:26]6[CH:27]=[CH:28][C:29]=2[N:30]=6)[CH:23]=[CH:22]5)[CH:18]=[CH:17]4)=[CH:12][CH:11]=3)=[CH:5][CH:4]=1.[CH3:60][O:61][P:62]([O:65]C)[O:63][CH3:64]. The catalyst is C1(C)C=CC=CC=1. The product is [CH3:60][O:61][P:62]([CH2:2][C:3]1[CH:8]=[CH:7][C:6]([C:9]2[C:10]3[NH:14][C:13]([C:15]([C:51]4[C:56]([CH3:57])=[CH:55][C:54]([CH3:58])=[CH:53][C:52]=4[CH3:59])=[C:16]4[N:50]=[C:19]([C:20]([C:41]5[C:46]([CH3:47])=[CH:45][C:44]([CH3:48])=[CH:43][C:42]=5[CH3:49])=[C:21]5[NH:40][C:24](=[C:25]([C:31]6[C:36]([CH3:37])=[CH:35][C:34]([CH3:38])=[CH:33][C:32]=6[CH3:39])[C:26]6[CH:27]=[CH:28][C:29]=2[N:30]=6)[CH:23]=[CH:22]5)[CH:18]=[CH:17]4)=[CH:12][CH:11]=3)=[CH:5][CH:4]=1)([O:63][CH3:64])=[O:65]. The yield is 0.790. (6) The reactants are [F:1][C:2]1[CH:7]=[CH:6][C:5]([CH2:8][N:9]([CH3:25])[CH2:10][CH2:11][C:12]2[CH:13]=[N:14][N:15]([C:17]3[CH:22]=C(C#N)[CH:20]=[CH:19][N:18]=3)[CH:16]=2)=[CH:4][CH:3]=1.[OH-:26].[Na+].[CH2:28]([OH:30])[CH3:29]. No catalyst specified. The product is [F:1][C:2]1[CH:7]=[CH:6][C:5]([CH2:8][N:9]([CH3:25])[CH2:10][CH2:11][C:12]2[CH:13]=[N:14][N:15]([C:17]3[CH:22]=[C:29]([C:28]([OH:26])=[O:30])[CH:20]=[CH:19][N:18]=3)[CH:16]=2)=[CH:4][CH:3]=1. The yield is 0.800. (7) The reactants are [O:1]=[C:2]1[CH2:6][CH2:5][N:4]([C:7]([O:9][C:10]([CH3:13])([CH3:12])[CH3:11])=[O:8])[CH2:3]1.[BH4-].[Na+].Cl. The catalyst is CO.O. The product is [OH:1][CH:2]1[CH2:6][CH2:5][N:4]([C:7]([O:9][C:10]([CH3:13])([CH3:12])[CH3:11])=[O:8])[CH2:3]1. The yield is 0.989.